Binary Classification. Given a drug SMILES string, predict its activity (active/inactive) in a high-throughput screening assay against a specified biological target. From a dataset of Cav3 T-type calcium channel HTS with 100,875 compounds. (1) The drug is O=c1n(c(=O)n(c2nc(N(C3CCCCC3)C)n(c12)CC(=O)c1ccccc1)C)C. The result is 0 (inactive). (2) The drug is O(c1cc(ccc1OC)C(=O)NNc1ccccc1)C. The result is 0 (inactive).